This data is from Full USPTO retrosynthesis dataset with 1.9M reactions from patents (1976-2016). The task is: Predict the reactants needed to synthesize the given product. (1) Given the product [F:24][C:6]1[CH:5]=[C:4]2[C:9]([CH:10]=[C:11]([CH:12]3[CH2:16][CH2:15][CH2:14][NH:13]3)[C:2]([C:11]3[CH:2]=[N:3][CH:4]=[CH:25][CH:27]=3)=[N:3]2)=[CH:8][CH:7]=1, predict the reactants needed to synthesize it. The reactants are: Cl[C:2]1[C:11]([CH:12]2[CH2:16][CH2:15][CH2:14][N:13]2C(OC(C)(C)C)=O)=[CH:10][C:9]2[C:4](=[CH:5][C:6]([F:24])=[CH:7][CH:8]=2)[N:3]=1.[C:25](O)([C:27](F)(F)F)=O. (2) Given the product [C:1]([O:4][CH2:5][CH2:6][N+:7]([CH3:10])([CH3:9])[CH3:8])(=[O:3])[CH3:2].[CH:11]1[C:16]([OH:17])=[CH:15][C:14]2[C:18]([CH2:21][CH2:22][NH2:23])=[CH:19][NH:20][C:13]=2[CH:12]=1, predict the reactants needed to synthesize it. The reactants are: [C:1]([O:4][CH2:5][CH2:6][N+:7]([CH3:10])([CH3:9])[CH3:8])(=[O:3])[CH3:2].[CH:11]1[C:16]([OH:17])=[CH:15][C:14]2[C:18]([CH2:21][CH2:22][NH2:23])=[CH:19][NH:20][C:13]=2[CH:12]=1.